From a dataset of Reaction yield outcomes from USPTO patents with 853,638 reactions. Predict the reaction yield, written as a fraction of the theoretical maximum amount of product (1.0 means a 100% yield; for example, 0.34 means a 34% yield). (1) The reactants are Cl[C:2]1[N:3]=[C:4]([N:18]2[CH2:21][C:20]([F:23])([F:22])[CH2:19]2)[C:5]2[CH2:10][CH2:9][CH:8]([C:11]3[CH:16]=[CH:15][C:14]([F:17])=[CH:13][CH:12]=3)[C:6]=2[N:7]=1.[Cl:24][C:25]1[N:29]=[CH:28][N:27]([C:30]2[CH:36]=[CH:35][C:33]([NH2:34])=[CH:32][C:31]=2[O:37][CH3:38])[N:26]=1.C(O)(=O)C. The catalyst is C1COCC1.CO. The product is [Cl:24][C:25]1[N:29]=[CH:28][N:27]([C:30]2[CH:36]=[CH:35][C:33]([NH:34][C:2]3[N:3]=[C:4]([N:18]4[CH2:19][C:20]([F:23])([F:22])[CH2:21]4)[C:5]4[CH2:10][CH2:9][CH:8]([C:11]5[CH:16]=[CH:15][C:14]([F:17])=[CH:13][CH:12]=5)[C:6]=4[N:7]=3)=[CH:32][C:31]=2[O:37][CH3:38])[N:26]=1. The yield is 0.492. (2) The reactants are [I:1][C:2]1[CH:9]=[C:8]([Cl:10])[CH:7]=[C:4]([CH:5]=O)[C:3]=1[OH:11].[C:12](OC(=O)C)(=[O:14])[CH3:13]. The catalyst is C(N(CC)CC)C. The product is [Cl:10][C:8]1[CH:7]=[C:4]2[C:3](=[C:2]([I:1])[CH:9]=1)[O:11][C:12](=[O:14])[CH:13]=[CH:5]2. The yield is 0.0900. (3) The product is [C:16]([C:2]1[C:6]2[CH:7]=[C:8]([C:11]([O:13][CH3:14])=[O:12])[CH:9]=[CH:10][C:5]=2[O:4][CH:3]=1)#[C:15][CH3:17]. The yield is 0.730. The reactants are Br[C:2]1[C:6]2[CH:7]=[C:8]([C:11]([O:13][CH3:14])=[O:12])[CH:9]=[CH:10][C:5]=2[O:4][CH:3]=1.[C:15](P(C(C)(C)C)C(C)(C)C)(C)([CH3:17])[CH3:16].C#CC. The catalyst is O1CCOCC1.CCOC(C)=O.C1C=CC(C#N)=CC=1.C1C=CC(C#N)=CC=1.Cl[Pd]Cl. (4) The reactants are [Cl:1][C:2]1[CH:12]=[C:11]([NH:13][CH3:14])[C:5]([C:6](OCC)=[O:7])=[CH:4][N:3]=1.[H-].[H-].[H-].[H-].[Li+].[Al+3].N#N. The catalyst is C1COCC1. The product is [Cl:1][C:2]1[N:3]=[CH:4][C:5]([CH2:6][OH:7])=[C:11]([NH:13][CH3:14])[CH:12]=1. The yield is 0.906. (5) The reactants are [CH2:1]([C:5]1[N:6]=[C:7]2[CH:22]=[CH:21][CH:20]=[CH:19][N:8]2[C:9](=[O:18])[C:10]=1[C:11]1[CH:16]=[CH:15][C:14](Cl)=[CH:13][CH:12]=1)[CH2:2][CH2:3][CH3:4].[NH2:23][CH:24]1[CH2:29][CH2:28][CH2:27][N:26]([C:30]([O:32][C:33]([CH3:36])([CH3:35])[CH3:34])=[O:31])[CH2:25]1.CC(P(C(C)(C)C)C1C(C2C=CC=CC=2)=CC=CC=1)(C)C.CC(C)([O-])C.[Na+]. The catalyst is C1(C)C=CC=CC=1.C([O-])(=O)C.[Pd+2].C([O-])(=O)C. The product is [CH2:1]([C:5]1[N:6]=[C:7]2[CH:22]=[CH:21][CH:20]=[CH:19][N:8]2[C:9](=[O:18])[C:10]=1[C:11]1[CH:16]=[CH:15][C:14]([NH:23][CH:24]2[CH2:29][CH2:28][CH2:27][N:26]([C:30]([O:32][C:33]([CH3:36])([CH3:35])[CH3:34])=[O:31])[CH2:25]2)=[CH:13][CH:12]=1)[CH2:2][CH2:3][CH3:4]. The yield is 0.570. (6) The reactants are [F:1][C:2]1[CH:28]=[CH:27][C:5]([CH2:6][NH:7][C:8]([C:10]2[CH:15]=[C:14]([C:16](=O)[CH:17]=[CH:18][C:19]3[CH:20]=[N:21][CH:22]=[CH:23][CH:24]=3)[N:13]=[C:12]([CH3:26])[N:11]=2)=[O:9])=[CH:4][C:3]=1[O:29][CH3:30].O.[NH2:32][NH2:33]. The catalyst is C(O)C. The product is [F:1][C:2]1[CH:28]=[CH:27][C:5]([CH2:6][NH:7][C:8]([C:10]2[CH:15]=[C:14]([C:16]3[CH2:17][CH:18]([C:19]4[CH:20]=[N:21][CH:22]=[CH:23][CH:24]=4)[NH:33][N:32]=3)[N:13]=[C:12]([CH3:26])[N:11]=2)=[O:9])=[CH:4][C:3]=1[O:29][CH3:30]. The yield is 0.970. (7) The reactants are [Br:1][C:2]1[CH:9]=[CH:8][C:5]([CH:6]=[CH2:7])=[CH:4][CH:3]=1.[N+](=[CH:12][C:13]([O:15][CH2:16][CH3:17])=[O:14])=[N-]. The catalyst is CC(OC)(C)C. The product is [Br:1][C:2]1[CH:9]=[CH:8][C:5]([C@H:6]2[CH2:7][C@@H:12]2[C:13]([O:15][CH2:16][CH3:17])=[O:14])=[CH:4][CH:3]=1. The yield is 0.880. (8) The reactants are [Cl:1][C:2]1[C:8]([O:9][C:10]2[CH:15]=[CH:14][C:13]([F:16])=[CH:12][CH:11]=2)=[CH:7][C:5]([NH2:6])=[C:4]([N+:17]([O-])=O)[CH:3]=1.Cl. The catalyst is [Zn].C(O)C. The product is [Cl:1][C:2]1[CH:3]=[C:4]([NH2:17])[C:5]([NH2:6])=[CH:7][C:8]=1[O:9][C:10]1[CH:11]=[CH:12][C:13]([F:16])=[CH:14][CH:15]=1. The yield is 0.830.